Dataset: Reaction yield outcomes from USPTO patents with 853,638 reactions. Task: Predict the reaction yield, written as a fraction of the theoretical maximum amount of product (1.0 means a 100% yield; for example, 0.34 means a 34% yield). (1) The reactants are [CH3:1][C:2]1[CH:3]=[C:4]([CH:6]=[C:7]([CH3:9])[CH:8]=1)[NH2:5].[C:10](OC(=O)C)(=[O:12])[CH3:11]. No catalyst specified. The product is [CH3:1][C:2]1[CH:3]=[C:4]([NH:5][C:10](=[O:12])[CH3:11])[CH:6]=[C:7]([CH3:9])[CH:8]=1. The yield is 0.939. (2) The product is [C:30]([O:34][C:35]([N:37]([C:22]1[CH:29]=[CH:28][C:25]([C:26]#[N:27])=[CH:24][CH:23]=1)[NH2:38])=[O:36])([CH3:33])([CH3:32])[CH3:31]. The reactants are N1C2C(=CC=C3C=2N=CC=C3)C=CC=1.C(=O)([O-])[O-].[Cs+].[Cs+].I[C:22]1[CH:29]=[CH:28][C:25]([C:26]#[N:27])=[CH:24][CH:23]=1.[C:30]([O:34][C:35]([NH:37][NH2:38])=[O:36])([CH3:33])([CH3:32])[CH3:31]. The catalyst is [Cu](I)I.CN(C=O)C. The yield is 0.450. (3) The reactants are [CH2:1]([O:3][C:4](=[O:11])[CH:5]([OH:10])[CH:6]1[CH2:9][O:8][CH2:7]1)[CH3:2].CC1C=CC=C([N+]([O-])=O)C=1C(OC(=O)C1C([N+]([O-])=O)=CC=CC=1C)=O.[CH3:37][C:38]([CH3:44])([CH:42]=[CH2:43])[C:39](O)=[O:40]. The catalyst is CN(C)C1C=CN=CC=1.ClCCl. The product is [CH2:1]([O:3][C:4]([CH:5]([O:10][C:39](=[O:40])[C:38]([CH3:44])([CH3:37])[CH:42]=[CH2:43])[CH:6]1[CH2:7][O:8][CH2:9]1)=[O:11])[CH3:2]. The yield is 0.730. (4) The reactants are [NH2:1][C:2]1[CH:7]=[CH:6][N:5]=[C:4]([Cl:8])[CH:3]=1.[Li+].C[Si]([N-][Si](C)(C)C)(C)C.[CH:19]1([CH2:22][C:23]2[C:28]([C:29]3[CH:34]=[CH:33][N:32]=[C:31](S(C)=O)[N:30]=3)=[CH:27][N:26]=[C:25]([NH:38][CH2:39][C:40]([CH3:43])([OH:42])[CH3:41])[N:24]=2)[CH2:21][CH2:20]1. The catalyst is C1COCC1. The product is [Cl:8][C:4]1[CH:3]=[C:2]([NH:1][C:31]2[N:30]=[C:29]([C:28]3[C:23]([CH2:22][CH:19]4[CH2:21][CH2:20]4)=[N:24][C:25]([NH:38][CH2:39][C:40]([CH3:43])([OH:42])[CH3:41])=[N:26][CH:27]=3)[CH:34]=[CH:33][N:32]=2)[CH:7]=[CH:6][N:5]=1. The yield is 0.490. (5) The reactants are [NH2:1][C:2]1[CH:3]=[CH:4][C:5]([CH3:9])=[C:6]([OH:8])[CH:7]=1.[C:10]([C:12]1([C:15]2[CH:16]=[C:17]([CH:21]=[CH:22][CH:23]=2)[C:18](O)=[O:19])[CH2:14][CH2:13]1)#[N:11].C(Cl)(=O)C(Cl)=O.C(=O)([O-])O.[Na+]. The catalyst is O.O1CCCC1.CN(C)C=O. The product is [C:10]([C:12]1([C:15]2[CH:16]=[C:17]([CH:21]=[CH:22][CH:23]=2)[C:18]([NH:1][C:2]2[CH:3]=[CH:4][C:5]([CH3:9])=[C:6]([OH:8])[CH:7]=2)=[O:19])[CH2:13][CH2:14]1)#[N:11]. The yield is 0.870. (6) The reactants are [OH-].[Na+].[Cl:3][C:4]1[N:9]=[C:8]([CH2:10][S:11]([CH3:20])(=[O:19])=[N:12]C(=O)C(F)(F)F)[CH:7]=[C:6]([N:21]2[CH2:26][CH2:25][O:24][CH2:23][C@H:22]2[CH3:27])[N:5]=1.Br[CH2:29][CH2:30]Br. The catalyst is [Br-].C([N+](CCCCCCCC)(CCCCCCCC)CCCCCCCC)CCCCCCC.CN1C2C(N=C(N)NC=2NCC1CNC1C=CC(C(NC(C(O)=O)CCC(O)=O)=O)=CC=1)=O. The product is [Cl:3][C:4]1[N:5]=[C:6]([N:21]2[CH2:26][CH2:25][O:24][CH2:23][C@H:22]2[CH3:27])[CH:7]=[C:8]([C:10]2([S:11]([CH3:20])(=[NH:12])=[O:19])[CH2:30][CH2:29]2)[N:9]=1. The yield is 0.660. (7) The reactants are [Cl:1][C:2]1[C:3]([N+:9]([O-:11])=[O:10])=[C:4]([CH:6]=[CH:7][CH:8]=1)[NH2:5].[Br:12]N1C(=O)CCC1=O.O. The catalyst is C(O)(=O)C. The product is [Br:12][C:8]1[CH:7]=[CH:6][C:4]([NH2:5])=[C:3]([N+:9]([O-:11])=[O:10])[C:2]=1[Cl:1]. The yield is 0.670. (8) The reactants are Br[C:2]1[CH:3]=[C:4]([CH2:8][O:9][C:10]2[CH:15]=[CH:14][C:13]([CH2:16][CH2:17][C:18]([O:20][CH3:21])=[O:19])=[CH:12][CH:11]=2)[CH:5]=[CH:6][CH:7]=1.B([O-])O[C:24]1[CH:29]=[CH:28][CH:27]=[CH:26][CH:25]=1.C(=O)([O-])[O-].[Na+].[Na+].O. The product is [C:2]1([C:24]2[CH:29]=[CH:28][CH:27]=[CH:26][CH:25]=2)[CH:7]=[CH:6][CH:5]=[C:4]([CH2:8][O:9][C:10]2[CH:15]=[CH:14][C:13]([CH2:16][CH2:17][C:18]([O:20][CH3:21])=[O:19])=[CH:12][CH:11]=2)[CH:3]=1. The catalyst is C1(C)C(CO)=CC=CC=1.O. The yield is 0.920. (9) The product is [F:1][C:2]1[CH:3]=[CH:4][C:5]2[NH:9][C:8](=[O:10])[N:7]([CH:11]3[CH2:12][CH2:13][NH:14][CH2:15][CH2:16]3)[C:6]=2[CH:22]=1. The catalyst is Cl. The reactants are [F:1][C:2]1[CH:3]=[CH:4][C:5]2[NH:9][C:8](=[O:10])[N:7]([CH:11]3[CH2:16][CH2:15][N:14](C(OCC)=O)[CH2:13][CH2:12]3)[C:6]=2[CH:22]=1.[OH-].[Na+]. The yield is 1.00.